Predict which catalyst facilitates the given reaction. From a dataset of Catalyst prediction with 721,799 reactions and 888 catalyst types from USPTO. (1) Reactant: Cl.[Cl:2][C:3]1[CH:8]=[C:7]([NH:9][NH2:10])[CH:6]=[CH:5][C:4]=1[OH:11].[CH3:12][CH:13]([C:17](=O)[CH3:18])[C:14](=O)[CH3:15]. Product: [Cl:2][C:3]1[CH:8]=[C:7]([N:9]2[C:17]([CH3:18])=[C:13]([CH3:12])[C:14]([CH3:15])=[N:10]2)[CH:6]=[CH:5][C:4]=1[OH:11]. The catalyst class is: 8. (2) Reactant: [Cl:1][C:2]1[N:10]=[C:9]2[C:5]([N:6]([CH2:11][C@H:12]3[CH2:17][CH2:16][C@H:15]([C:18]([F:21])([F:20])[F:19])[CH2:14][CH2:13]3)[CH:7]=[N:8]2)=[C:4](Cl)[N:3]=1.[CH:23]1([C@H:27]([NH2:29])[CH3:28])[CH2:26][CH2:25][CH2:24]1.C(N(C(C)C)CC)(C)C. Product: [Cl:1][C:2]1[N:10]=[C:9]2[C:5]([N:6]([CH2:11][C@H:12]3[CH2:17][CH2:16][C@H:15]([C:18]([F:21])([F:20])[F:19])[CH2:14][CH2:13]3)[CH:7]=[N:8]2)=[C:4]([NH:29][C@@H:27]([CH:23]2[CH2:26][CH2:25][CH2:24]2)[CH3:28])[N:3]=1. The catalyst class is: 8. (3) Reactant: [CH3:1][O-:2].[Na+].[CH:4]1([C:7]2[C:8](=[O:32])[NH:9][C:10](/[C:13](/[C:21]3[CH:26]=[CH:25][C:24]([S:27]([CH3:30])(=[O:29])=[O:28])=[C:23](F)[CH:22]=3)=[CH:14]/[C@H:15]3[CH2:19][CH2:18][C:17](=[O:20])[NH:16]3)=[CH:11][CH:12]=2)[CH2:6][CH2:5]1.O. Product: [CH:4]1([C:7]2[C:8](=[O:32])[NH:9][C:10](/[C:13](/[C:21]3[CH:26]=[CH:25][C:24]([S:27]([CH3:30])(=[O:29])=[O:28])=[C:23]([O:2][CH3:1])[CH:22]=3)=[CH:14]/[C@H:15]3[CH2:19][CH2:18][C:17](=[O:20])[NH:16]3)=[CH:11][CH:12]=2)[CH2:6][CH2:5]1. The catalyst class is: 5. (4) Reactant: [F:1][C:2]1[CH:7]=[CH:6][C:5]([CH:8]([C:12]2[CH:17]=[CH:16][C:15]([F:18])=[CH:14][CH:13]=2)[CH2:9][CH:10]=C)=[CH:4][CH:3]=1.[O:19]=[O+][O-].C1(P(C2C=CC=CC=2)C2C=CC=CC=2)C=CC=CC=1. Product: [F:1][C:2]1[CH:7]=[CH:6][C:5]([CH:8]([C:12]2[CH:17]=[CH:16][C:15]([F:18])=[CH:14][CH:13]=2)[CH2:9][CH:10]=[O:19])=[CH:4][CH:3]=1. The catalyst class is: 2. (5) Reactant: S(Cl)(Cl)=O.[NH:5]1[C:9]2[CH:10]=[CH:11][CH:12]=[CH:13][C:8]=2[N:7]=[N:6]1.[CH3:14][S:15][CH2:16][CH2:17][C:18](O)=[O:19]. Product: [N:5]1([C:18](=[O:19])[CH2:17][CH2:16][S:15][CH3:14])[C:9]2[CH:10]=[CH:11][CH:12]=[CH:13][C:8]=2[N:7]=[N:6]1. The catalyst class is: 4.